Dataset: Reaction yield outcomes from USPTO patents with 853,638 reactions. Task: Predict the reaction yield, written as a fraction of the theoretical maximum amount of product (1.0 means a 100% yield; for example, 0.34 means a 34% yield). The reactants are [CH3:1][O:2][C:3]1[CH:13]=[CH:12][C:6](/[CH:7]=[CH:8]/[C:9]([OH:11])=[O:10])=[CH:5][CH:4]=1.OS(O)(=O)=O.[CH3:19][CH2:20]O. No catalyst specified. The product is [CH3:1][O:2][C:3]1[CH:13]=[CH:12][C:6](/[CH:7]=[CH:8]/[C:9]([O:11][CH2:19][CH3:20])=[O:10])=[CH:5][CH:4]=1. The yield is 0.960.